This data is from Forward reaction prediction with 1.9M reactions from USPTO patents (1976-2016). The task is: Predict the product of the given reaction. (1) Given the reactants [F:1][OH:2].[S:3](Cl)([C:6]1[CH:12]=[CH:11][C:9]([CH3:10])=[CH:8][CH:7]=1)(=[O:5])=[O:4], predict the reaction product. The product is: [S:3]([C:6]1[CH:12]=[CH:11][C:9]([CH3:10])=[CH:8][CH:7]=1)([O:2][F:1])(=[O:5])=[O:4]. (2) Given the reactants [Cl:1][C:2]1[CH:3]=[N:4][CH:5]=[C:6]([Cl:20])[C:7]=1[S:8][C:9]1[S:13][C:12]([C:14]([OH:16])=O)=[CH:11][C:10]=1[N+:17]([O-:19])=[O:18].[CH2:21]([NH2:27])[C:22]1[O:26][CH:25]=[CH:24][CH:23]=1, predict the reaction product. The product is: [Cl:20][C:6]1[CH:5]=[N:4][CH:3]=[C:2]([Cl:1])[C:7]=1[S:8][C:9]1[S:13][C:12]([C:14]([NH:27][CH2:21][C:22]2[O:26][CH:25]=[CH:24][CH:23]=2)=[O:16])=[CH:11][C:10]=1[N+:17]([O-:19])=[O:18]. (3) Given the reactants [CH3:1][C:2]1[CH:10]=[C:6]([C:7]([OH:9])=O)[C:5]([OH:11])=[CH:4][CH:3]=1.[Cl:12][C:13]1[CH:14]=[C:15]([CH:17]=[C:18]([Cl:20])[CH:19]=1)[NH2:16], predict the reaction product. The product is: [Cl:12][C:13]1[CH:14]=[C:15]([NH:16][C:7](=[O:9])[C:6]2[CH:10]=[C:2]([CH3:1])[CH:3]=[CH:4][C:5]=2[OH:11])[CH:17]=[C:18]([Cl:20])[CH:19]=1.